From a dataset of Reaction yield outcomes from USPTO patents with 853,638 reactions. Predict the reaction yield, written as a fraction of the theoretical maximum amount of product (1.0 means a 100% yield; for example, 0.34 means a 34% yield). (1) No catalyst specified. The reactants are [C:1]([C:4]1[CH:28]=[CH:27][C:7]([O:8][CH2:9][C:10]2[CH:15]=[CH:14][C:13]([CH:16]([OH:26])[C:17]3[CH:18]=[C:19]([CH:23]=[CH:24][CH:25]=3)[C:20]([OH:22])=[O:21])=[CH:12][CH:11]=2)=[C:6]([CH2:29][CH2:30][CH3:31])[C:5]=1[OH:32])(=[O:3])[CH3:2].C(C1C=CC(OCC2C=CC(C(C3C=C(C=CC=3)C#N)=O)=CC=2)=C(CCC)C=1O)(=O)C. The product is [C:1]([C:4]1[CH:28]=[CH:27][C:7]([O:8][CH2:9][C:10]2[CH:11]=[CH:12][C:13]([C:16]([C:17]3[CH:18]=[C:19]([CH:23]=[CH:24][CH:25]=3)[C:20]([OH:22])=[O:21])=[O:26])=[CH:14][CH:15]=2)=[C:6]([CH2:29][CH2:30][CH3:31])[C:5]=1[OH:32])(=[O:3])[CH3:2]. The yield is 1.00. (2) The reactants are [C:1]([O:5][C:6](=[O:13])[CH2:7][C@@H:8]([C:10]([OH:12])=[O:11])[NH2:9])([CH3:4])([CH3:3])[CH3:2].C([O-])(O)=O.[Na+].Cl[C:20]([O:22][CH2:23][C:24]1[CH:29]=[CH:28][CH:27]=[CH:26][CH:25]=1)=[O:21]. The yield is 0.850. The product is [C:1]([O:5][C:6](=[O:13])[CH2:7][C@@H:8]([C:10]([OH:12])=[O:11])[NH:9][C:20]([O:22][CH2:23][C:24]1[CH:29]=[CH:28][CH:27]=[CH:26][CH:25]=1)=[O:21])([CH3:4])([CH3:2])[CH3:3]. The catalyst is O.C1COCC1. (3) The reactants are Cl[C:2]1[N:7]=[C:6]([C:8]2[S:12][C:11]([N:13]3[CH2:18][CH2:17][O:16][CH2:15][CH2:14]3)=[N:10][C:9]=2[C:19]2[C:20]([F:37])=[C:21]([NH:25][S:26]([C:29]3[C:34]([F:35])=[CH:33][CH:32]=[CH:31][C:30]=3[F:36])(=[O:28])=[O:27])[CH:22]=[CH:23][CH:24]=2)[CH:5]=[CH:4][N:3]=1.[CH3:38][S:39]([N:42]1[CH2:47][CH2:46][CH:45]([NH2:48])[CH2:44][CH2:43]1)(=[O:41])=[O:40]. The catalyst is FC(F)(F)CO. The product is [F:36][C:30]1[CH:31]=[CH:32][CH:33]=[C:34]([F:35])[C:29]=1[S:26]([NH:25][C:21]1[CH:22]=[CH:23][CH:24]=[C:19]([C:9]2[N:10]=[C:11]([N:13]3[CH2:18][CH2:17][O:16][CH2:15][CH2:14]3)[S:12][C:8]=2[C:6]2[CH:5]=[CH:4][N:3]=[C:2]([NH:48][CH:45]3[CH2:46][CH2:47][N:42]([S:39]([CH3:38])(=[O:41])=[O:40])[CH2:43][CH2:44]3)[N:7]=2)[C:20]=1[F:37])(=[O:28])=[O:27]. The yield is 0.150.